This data is from Catalyst prediction with 721,799 reactions and 888 catalyst types from USPTO. The task is: Predict which catalyst facilitates the given reaction. (1) Reactant: [Cl:1][C:2]1[CH:3]=[CH:4][C:5]([O:24]C)=[C:6]([CH:23]=1)[C:7]([N:9]1[CH2:14][CH2:13][CH2:12][CH:11]([CH2:15][NH:16][C:17](=[O:22])[C:18]([F:21])([F:20])[F:19])[CH2:10]1)=[O:8].B(Br)(Br)Br.C(OCC)C. Product: [Cl:1][C:2]1[CH:3]=[CH:4][C:5]([OH:24])=[C:6]([CH:23]=1)[C:7]([N:9]1[CH2:14][CH2:13][CH2:12][CH:11]([CH2:15][NH:16][C:17](=[O:22])[C:18]([F:20])([F:21])[F:19])[CH2:10]1)=[O:8]. The catalyst class is: 4. (2) Reactant: C1(P(C2CCCCC2)C2CCCCC2)CCCCC1.[CH2:20]([O:27][C:28]1[CH:29]=[CH:30][C:31]2[C:35]([O:36][C:37]3[CH:51]=[CH:50][C:40]([O:41][CH2:42][CH2:43][N:44]4[CH2:49][CH2:48][CH2:47][CH2:46][CH2:45]4)=[CH:39][CH:38]=3)=[C:34](Br)[S:33][C:32]=2[CH:53]=1)[C:21]1[CH:26]=[CH:25][CH:24]=[CH:23][CH:22]=1.CC1(C)C(C)(C)OB([C:62]2[CH:67]=[CH:66][C:65]([S:68]([C:71]([F:74])([F:73])[F:72])(=[O:70])=[O:69])=[CH:64][CH:63]=2)O1.[F-].[Cs+]. Product: [CH2:20]([O:27][C:28]1[CH:29]=[CH:30][C:31]2[C:35]([O:36][C:37]3[CH:51]=[CH:50][C:40]([O:41][CH2:42][CH2:43][N:44]4[CH2:49][CH2:48][CH2:47][CH2:46][CH2:45]4)=[CH:39][CH:38]=3)=[C:34]([C:62]3[CH:63]=[CH:64][C:65]([S:68]([C:71]([F:73])([F:72])[F:74])(=[O:70])=[O:69])=[CH:66][CH:67]=3)[S:33][C:32]=2[CH:53]=1)[C:21]1[CH:26]=[CH:25][CH:24]=[CH:23][CH:22]=1. The catalyst class is: 524. (3) Reactant: [N:1]([CH2:4][CH:5]1[O:9][C@H:8]2[C@H:10]([O:15][CH2:16][C:17]3[CH:22]=[CH:21][CH:20]=[CH:19][CH:18]=3)[C@@H:11]([CH2:13][OH:14])[O:12][C@H:7]2[CH2:6]1)=[N+]=[N-].C1(P(C2C=CC=CC=2)C2C=CC=CC=2)C=CC=CC=1.O. Product: [NH2:1][CH2:4][C@@H:5]1[O:9][C@H:8]2[C@H:10]([O:15][CH2:16][C:17]3[CH:22]=[CH:21][CH:20]=[CH:19][CH:18]=3)[C@@H:11]([CH2:13][OH:14])[O:12][C@H:7]2[CH2:6]1. The catalyst class is: 1. (4) Reactant: [CH3:1][C:2]([N:8]1[CH2:13][CH2:12][C:11](=O)[CH2:10][CH2:9]1)([CH3:7])[C:3]([O:5][CH3:6])=[O:4].[F:15][C:16]([F:32])([F:31])[C:17]1[CH:22]=[CH:21][C:20]([C:23]2[CH:28]=[CH:27][C:26]([CH2:29][NH2:30])=[CH:25][CH:24]=2)=[CH:19][CH:18]=1.C(O)(=O)C.C(O[BH-](OC(=O)C)OC(=O)C)(=O)C.[Na+].C(=O)([O-])[O-].[Na+].[Na+]. Product: [CH3:1][C:2]([N:8]1[CH2:13][CH2:12][CH:11]([NH:30][CH2:29][C:26]2[CH:25]=[CH:24][C:23]([C:20]3[CH:21]=[CH:22][C:17]([C:16]([F:15])([F:31])[F:32])=[CH:18][CH:19]=3)=[CH:28][CH:27]=2)[CH2:10][CH2:9]1)([CH3:7])[C:3]([O:5][CH3:6])=[O:4]. The catalyst class is: 26.